The task is: Binary Classification. Given two protein amino acid sequences, predict whether they physically interact or not.. This data is from Human Reference Interactome with 51,813 positive PPI pairs across 8,248 proteins, plus equal number of experimentally-validated negative pairs. (1) Protein 1 (ENSG00000182902) has sequence MTHQDLSITAKLINGGVAGLVGVTCVFPIDLAKTRLQNQHGKAMYKGMIDCLMKTARAEGFFGMYRGAAVNLTLVTPEKAIKLAANDFFRRLLMEDGMQRNLKMEMLAGCGAGMCQVVVTCPMEMLKIQLQDAGRLAVHHQGSASAPSTSRSYTTGSASTHRRPSATLIAWELLRTQGLAGLYRGLGATLLRDIPFSIIYFPLFANLNNLGFNELAGKASFAHSFVSGCVAGSIAAVAVTPLDVLKTRIQTLKKGLGEDMYSGITDCARKLWIQEGPSAFMKGAGCRALVIAPLFGIAQG.... Protein 2 (ENSG00000100461) has sequence MASDDFDIVIEAMLEAPYKKEEDEQQRKEVKKDYPSNTTSSTSNSGNETSGSSTIGETSKKKRSRSHNKSRDRKRSRSRDRDRYRRRNSRSRSPGRQCRHRSRSWDRRHGSESRSRDHRREDRVHYRSPPLATGYRYGHSKSPHFREKSPVREPVDNLSPEERDARTVFCMQLAARIRPRDLEDFFSAVGKVRDVRIISDRNSRRSKGIAYVEFCEIQSVPLAIGLTGQRLLGVPIIVQASQAEKNRLAAMANNLQKGNGGPMRLYVGSLHFNITEDMLRGIFEPFGKIDNIVLMKDSDT.... Result: 0 (the proteins do not interact). (2) Protein 1 (ENSG00000105928) has sequence MFAKATRNFLREVDADGDLIAVSNLNDSDKLQLLSLVTKKKRFWCWQRPKYQFLSLTLGDVLIEDQFPSPVVVESDFVKYEGKFANHVSGTLETALGKVKLNLGGSSRVESQSSFGTLRKQEVDLQQLIRDSAERTINLRNPVLQQVLEGRNEVLCVLTQKITTMQKCVISEHMQVEEKCGGIVGIQTKTVQVSATEDGNVTKDSNVVLEIPAATTIAYGVIELYVKLDGQFEFCLLRGKQGGFENKKRIDSVYLDPLVFREFAFIDMPDAAHGISSQDGPLSVLKQATLLLERNFHPFA.... Protein 2 (ENSG00000135409) has sequence MLGSLGLWALLPTAVEAPPNRRTCVFFEAPGVRGSTKTLGELLDTGTELPRAIRCLYSRCCFGIWNLTQDRAQVEMQGCRDSDEPGCESLHCDPSPRAHPSPGSTLFTCSCGTDFCNANYSHLPPPGSPGTPGSQGPQAAPGESIWMALVLLGLFLLLLLLLGSIILALLQRKNYRVRGEPVPEPRPDSGRDWSVELQELPELCFSQVIREGGHAVVWAGQLQGKLVAIKAFPPRSVAQFQAERALYELPGLQHDHIVRFITASRGGPGRLLSGPLLVLELHPKGSLCHYLTQYTSDWGS.... Result: 0 (the proteins do not interact). (3) Protein 1 (ENSG00000017427) has sequence MGKISSLPTQLFKCCFCDFLKVKMHTMSSSHLFYLALCLLTFTSSATAGPETLCGAELVDALQFVCGDRGFYFNKPTGYGSSSRRAPQTGIVDECCFRSCDLRRLEMYCAPLKPAKSARSVRAQRHTDMPKTQKYQPPSTNKNTKSQRRKGWPKTHPGGEQKEGTEASLQIRGKKKEQRREIGSRNAECRGKKGK*MGKISSLPTQLFKCCFCDFLKVKMHTMSSSHLFYLALCLLTFTSSATAGPETLCGAELVDALQFVCGDRGFYFNKPTGYGSSSRRAPQTGIVDECCFRSCDLRR.... Protein 2 (ENSG00000187123) has sequence MEPGPALAWLLLLSLLADCLKAAQSRDFTVKDIIYLHPSTTPYPGGFKCFTCEKAADNYECNRWAPDIYCPRETRYCYTQHTMEVTGNSISVTKRCVPLEECLSTGCRDSEHEGHKVCTSCCEGNICNLPLPRNETDATFATTSPINQTNGHPRCMSVIVSCLWLWLGLML*MEPGPALAWLLLLSLLADCLKAAQSRDFTVKDIIYLHPSTTPYPGGFKCFTCEKAADNYECNRWAPDIYCPRGTMI*MEPGPALAWLLLLSLLADCLKAAQSRDFTVKDIIYLHPSTTPYPGGFKCFT.... Result: 0 (the proteins do not interact). (4) Protein 1 (ENSG00000110841) has sequence MMSDASDMLAAALEQMDGIIAGSKALEYSNGIFDCQSPTSPFMGSLRALHLVEDLRGLLEMMETDEKEGLRCQIPDSTAETLVEWLQSQMTNGHLPGNGDVYQERLARLENDKESLVLQVSVLTDQVEAQGEKIRDLEFCLEEHREKVNATEEMLQQELLSRTSLETQKLDLMAEISNLKLKLTAVEKDRLDYEDKFRDTEGLIQEINDLRLKVSEMDSERLQYEKKLKSTKDELASLKEQLEEKESEVKRLQEKLVCKMKGEGVEIVDRDENFKKKLKEKNIEVQKMKKAVESLMAANE.... Protein 2 (ENSG00000177602) has sequence MAASLPGPGSRLFRTYGAADGRRQRRPGREAAQWFPPQDRRRFFNSSGSSDASIGDPSQSDDPDDPDDPDFPGSPVRRRRRRPGGRVPKDRPSLTVTPKRWKLRARPSLTVTPRRLGLRARPPQKCSTPCGPLRLPPFPSRDSGRLSPDLSVCGQPRDGDELGISASLFSSLASPCPGSPTPRDSVISIGTSACLVAASAVPSGLHLPEVSLDRASLPCSQEEATGGAKDTRMVHQTRASLRSVLFGLMNSGTPEDSEFRADGKNMRESCCKRKLVVGNGPEGPGLSSTGKRRATGQDSC.... Result: 0 (the proteins do not interact). (5) Protein 1 (ENSG00000117266) has sequence MIMNKMKNFKRRFSLSVPRTETIEESLAEFTEQFNQLHNRRNENLQLGPLGRDPPQECSTFSPTDSGEEPGQLSPGVQFQRRQNQRRFSMEDVSKRLSLPMDIRLPQEFLQKLQMESPDLPKPLSRMSRRASLSDIGFGKLETYVKLDKLGEGTYATVFKGRSKLTENLVALKEIRLEHEEGAPCTAIREVSLLKNLKHANIVTLHDLIHTDRSLTLVFEYLDSDLKQYLDHCGNLMSMHNVKIFMFQLLRGLAYCHHRKILHRDLKPQNLLINERGELKLADFGLARAKSVPTKTYSNE.... Protein 2 (ENSG00000160948) has sequence MFHGIPATPGIGAPGNKPELYEEVKLYKNAREREKYDNMAELFAVVKTMQALEKAYIKDCVSPSEYTAACSRLLVQYKAAFRQVQGSEISSIDEFCRKFRLDCPLAMERIKEDRPITIKDDKGNLNRCIADVVSLFITVMDKLRLEIRAMDEIQPDLRELMETMHRMSHLPPDFEGRQTVSQWLQTLSGMSASDELDDSQVRQMLFDLESAYNAFNRFLHA*MFHGIPATPGIGAPGNKPELYEEVKLYKNAREREKYDNMAELFAVVKTMQALEKAYIKDCVSPSEYTAACSRLLVQYK.... Result: 1 (the proteins interact). (6) Protein 1 (ENSG00000115207) has sequence MDTCGVGYVALGEAGPVGNMTVVDSPGQEVLNQLDVKTSSEMTSAEASVEMSLPTPLPGFEDSPDQRRLPPEQESLSRLEQPDLSSEMSKVSKPRASKPGRKRGGRTRKGPKRPQQPNPPSAPLVPGLLDQSNPLSTPMPKKRGRKSKAELLLLKLSKDLDRPESQSPKRPPEDFETPSGERPRRRAAQVALLYLQELAEELSTALPAPVSCPEGPKVSSPTKPKKIRQPAACPGGEEVDGAPRDEDFFLQVEAEDVEESEGPSESSSEPEPVVPRSTPRGSTSGKQKPHCRGMAPNGLP.... Protein 2 (ENSG00000150054) has sequence MPALSTGSGSDTGLYELLAALPAQLQPHVDSQEDLTFLWDMFGEKSLHSLVKIHEKLHYYEKQSPVPILHGAAALADDLAEELQNKPLNSEIRELLKLLSKPNVKALLSVHDTVAQKNYDPVLPPMPEDIDDEEDSVKIIRLVKNREPLGATIKKDEQTGAIIVARIMRGGAADRSGLIHVGDELREVNGIPVEDKRPEEIIQILAQSQGAITFKIIPGSKEETPSKEGKMFIKALFDYNPNEDKAIPCKEAGLSFKKGDILQIMSQDDATWWQAKHEADANPRAGLIPSKHFQERRLAL.... Result: 0 (the proteins do not interact). (7) Protein 1 (ENSG00000181965) has sequence MPARLETCISDLDCASSSGSDLSGFLTDEEDCARLQQAASASGPPAPARRGAPNISRASEVPGAQDDEQERRRRRGRTRVRSEALLHSLRRSRRVKANDRERNRMHNLNAALDALRSVLPSFPDDTKLTKIETLRFAYNYIWALAETLRLADQGLPGGGARERLLPPQCVPCLPGPPSPASDAESWGSGAAAASPLSDPSSPAASEDFTYRPGDPVFSFPSLPKDLLHTTPCFIPYH*. Protein 2 (ENSG00000122741) has sequence MLSRSHRSVLTVACEQTEVLLFDPISSKHIKTLSEAHEDCVNNIRFLDNRLFATCSDDTTIALWDLRKLNTKVCTLHGHTSWVKNIEYDTNTRLLVTSGFDGNVIIWDTNRYTEDGCPHKKFFHTRFLMRMRLTPDCSKMLISTSSGYLLILHDLDLTKSLEVGSYPILRARRTTSSSDLTTSSSSSGPRVSGSPCHHSDSNSSEKHMSRASQREGVSPRNSLEVVTPEVLGESDHGNCITSLQLHPKGWATLLRCSSNSDDEECTCVYEFQEGAPVRPVSPRCSLRLTHYIEEANVGRG.... Result: 0 (the proteins do not interact). (8) Protein 1 (ENSG00000136052) has sequence MTNSKGRSITDKTSGGPSSGGGFVDWTLRLNTIQSDKFLNLLLSMVPVIYQKNQEDRHKKANGIWQDGLSTAVQTFSNRSEQHMEYHSFSEQSFHANNGHASSSCSQKYDDYANYNYCDGRETSETTAMLQDEDISSDGDEDAIVEVTPKLPKESSGIMALQILVPFLLAGFGTVSAGMVLDIVQHWEVFRKVTEVFILVPALLGLKGNLEMTLASRLSTAVNIGKMDSPIEKWNLIIGNLALKQVQATVVGFLAAVAAIILGWIPEGKYYLDHSILLCSSSVATAFIASLLQGIIMVGV.... Protein 2 (ENSG00000175203) has sequence MADPKYADLPGIARNEPDVYETSDLPEDDQAEFDAFAQELEELTSTSVEHIIVNPNAAYDKFKDKRVGTKGLDFSDRIGKTKRTGYESGEYEMLGEGLGVKETPQQKYQRLLHEVQELTTEVEKIKTTVKESATEEKLTPVLLAKQLAALKQQLVASHLEKLLGPDAAINLTDPDGALAKRLLLQLEATKNSKGGSGGKTTGTPPDSSLVTYELHSRPEQDKFSQAAKVAELEKRLTELETAVRCDQDAQNPLSAGLQGACLMETVELLQAKVSALDLAVLDQVEARLQSVLGKVNEIAK.... Result: 0 (the proteins do not interact). (9) Protein 1 (ENSG00000065485) has sequence MARAGPAWLLLAIWVVLPSWLSSAKVSSLIERISDPKDLKKLLRTRNNVLVLYSKSEVAAENHLRLLSTVAQAVKGQGTICWVDCGDAESRKLCKKMKVDLSPKDKKVELFHYQDGAFHTEYNRAVTFKSIVAFLKDPKGPPLWEEDPGAKDVVHLDSEKDFRRLLKKEEKPLLIMFYAPWCSMCKRMMPHFQKAATQLRGHAVLAGMNVYSSEFENIKEEYSVRGFPTICYFEKGRFLFQYDNYGSTAEDIVEWLKNPQPPQPQVPETPWADEGGSVYHLTDEDFDQFVKEHSSVLVMF.... Protein 2 (ENSG00000234906) has sequence MGTRLLPALFLVLLVLGFEVQGTQQPQQDEMPSPTFLTQVKESLSSYWESAKTAAQNLYEKTYLPAVDEKLRDLYSKSTAAMSTYTGIFTDQVLSVLKGEE*MGTRLLPALFLVLLVLGFGEGISLQLLGVSKDSRPEPVREDIPARCR*MGTRLLPALFLVLLVLGFEVQGTQQPQQDEMPSPTFLTQVKESLSSYWESAKTAAQNLDLYSKSTAAMSTYTGIFTDQVLSVLKGEE*MGTRLLPALFLVLLVLGFEVQGTQQPQQDEMPSPTFLTQVKESLSSYWESAKTAAQNLYEKT.... Result: 0 (the proteins do not interact).